This data is from Full USPTO retrosynthesis dataset with 1.9M reactions from patents (1976-2016). The task is: Predict the reactants needed to synthesize the given product. (1) Given the product [CH2:1]([O:8][C:9](=[O:27])[NH:10][C@H:11]1[CH2:16][CH2:15][C@@H:14]([NH:17][C:18]([O:20][C:21]([CH3:22])([CH3:23])[CH3:24])=[O:19])[CH2:13][C@@H:12]1[CH2:25][CH2:26][OH:40])[C:2]1[CH:7]=[CH:6][CH:5]=[CH:4][CH:3]=1, predict the reactants needed to synthesize it. The reactants are: [CH2:1]([O:8][C:9](=[O:27])[NH:10][C@H:11]1[CH2:16][CH2:15][C@@H:14]([NH:17][C:18]([O:20][C:21]([CH3:24])([CH3:23])[CH3:22])=[O:19])[CH2:13][C@@H:12]1[CH:25]=[CH2:26])[C:2]1[CH:7]=[CH:6][CH:5]=[CH:4][CH:3]=1.B1C2CCCC1CCC2.C1C[O:40]CC1. (2) Given the product [CH3:15][C:14]([CH3:17])([CH3:16])[C:13](=[O:18])[CH2:12][NH:11][C:9]1[N:8]([C:19]2[CH:20]=[CH:21][CH:22]=[CH:23][CH:24]=2)[N:7]=[C:6]([C:4]([OH:5])=[O:3])[CH:10]=1, predict the reactants needed to synthesize it. The reactants are: C([O:3][C:4]([C:6]1[CH:10]=[C:9]([NH:11][CH2:12][C:13](=[O:18])[C:14]([CH3:17])([CH3:16])[CH3:15])[N:8]([C:19]2[CH:24]=[CH:23][CH:22]=[CH:21][CH:20]=2)[N:7]=1)=[O:5])C.[OH-].[Na+].